From a dataset of Reaction yield outcomes from USPTO patents with 853,638 reactions. Predict the reaction yield, written as a fraction of the theoretical maximum amount of product (1.0 means a 100% yield; for example, 0.34 means a 34% yield). (1) The reactants are [C:1]1([N:7]2[C:11]([C:12]3[CH:17]=[CH:16][CH:15]=[CH:14][CH:13]=3)=[C:10]([CH2:18]O)[CH:9]=[N:8]2)[CH:6]=[CH:5][CH:4]=[CH:3][CH:2]=1.CS(Cl)(=O)=O.C(OCC)(=O)[CH2:26][C:27]([O:29]CC)=[O:28].[Na].Cl. The catalyst is CN(C)C=O.C(O)(=O)C.C(OCC)(=O)C.C(N(CC)CC)C. The product is [C:1]1([N:7]2[C:11]([C:12]3[CH:13]=[CH:14][CH:15]=[CH:16][CH:17]=3)=[C:10]([CH2:18][CH2:26][C:27]([OH:29])=[O:28])[CH:9]=[N:8]2)[CH:2]=[CH:3][CH:4]=[CH:5][CH:6]=1. The yield is 0.680. (2) The reactants are [NH2:1][C:2]1[CH:10]=[C:9]2[C:5]([CH2:6][NH:7][C:8]2=[O:11])=[CH:4][CH:3]=1.C([O-])([O-])=O.[K+].[K+].[C:18](O[C:18]([O:20][C:21]([CH3:24])([CH3:23])[CH3:22])=[O:19])([O:20][C:21]([CH3:24])([CH3:23])[CH3:22])=[O:19]. The catalyst is CN(C=O)C.O. The product is [C:21]([O:20][C:18](=[O:19])[NH:1][C:2]1[CH:10]=[C:9]2[C:5](=[CH:4][CH:3]=1)[CH2:6][NH:7][C:8]2=[O:11])([CH3:24])([CH3:23])[CH3:22]. The yield is 0.680. (3) The reactants are C([N:8](CC1C=CC=CC=1)[C@H:9]1[CH2:14][CH2:13][C@@H:12]([CH2:15][O:16][CH2:17][CH2:18][CH:19]2[CH2:24][CH2:23][CH2:22][CH2:21][NH:20]2)[CH2:11][CH2:10]1)C1C=CC=CC=1. The catalyst is C(O)C.[OH-].[Pd+2].[OH-]. The product is [NH:20]1[CH2:21][CH2:22][CH2:23][CH2:24][CH:19]1[CH2:18][CH2:17][O:16][CH2:15][C@@H:12]1[CH2:11][CH2:10][C@H:9]([NH2:8])[CH2:14][CH2:13]1. The yield is 1.00. (4) The reactants are [Cl:1][C:2]1[N:3]=[C:4](Cl)[C:5]2[O:10][CH:9]=[CH:8][C:6]=2[N:7]=1.[NH:12]1[CH2:17][CH2:16][O:15][CH2:14][CH2:13]1. The catalyst is CO. The product is [Cl:1][C:2]1[N:3]=[C:4]([N:12]2[CH2:17][CH2:16][O:15][CH2:14][CH2:13]2)[C:5]2[O:10][CH:9]=[CH:8][C:6]=2[N:7]=1. The yield is 0.480.